From a dataset of Experimentally validated miRNA-target interactions with 360,000+ pairs, plus equal number of negative samples. Binary Classification. Given a miRNA mature sequence and a target amino acid sequence, predict their likelihood of interaction. (1) The miRNA is hsa-miR-626 with sequence AGCUGUCUGAAAAUGUCUU. The protein sequence of the target gene is MGETEGKKDEADYKRLQTFPLVRHSDMPEEMRVETMELCVTACEKFSNNNESAAKMIKETMDKKFGSSWHVVIGEGFGFEITHEVKNLLYLYFGGTLAVCVWKCS. Result: 0 (no interaction). (2) Result: 0 (no interaction). The protein sequence of the target gene is MASKIGSRRWMLQLIMQLGSVLLTRCPFWGCFSQLMLYAERAEARRKPDIPVPYLYFDMGAAVLCASFMSFGVKRRWFALGAALQLAISTYTAYIGGYVHYGDWLKVRMYSRTVAIIGGFLVLASGAGELYRRKPRSRSLQSTGQVFLGIYLICVAYSLQHSKEDRLAYLNHLPGGELMVQLFFVLYGVLALAFLSGYYVTLAAQILAVLLPPVMLLIDGNVSYWHNTRRVEFWNQMKLLGESVGIFGAAVILATDG. The miRNA is hsa-miR-7853-5p with sequence UCAAAUGCAGAUCCUGACUUC. (3) Result: 0 (no interaction). The miRNA is hsa-miR-6781-5p with sequence CGGGCCGGAGGUCAAGGGCGU. The protein sequence of the target gene is MHCGPPDMVCETKIVATEDHEALPGAKKDALLVAAGAMWPPLPAAPGPAAAPPPAAGPQPHGGTGGAGPPEGRGVCIREFRAAEQEAARRIFYDGILERIPNTAFRGLRQHPRTQLLYALLAALCFAVTRSLLLTCLVPAGLLALRYYYSRKVILAYLECALHTDMADIEQYYMKPPGSCFWVAVLDGNVVGIVAARAHEEDNTVELLRMSVDSRFRGKSIAKALGRRVLEFAMLHNYSAVVLGTTAVKVAAHKLYESLGFRHMGASDHYVLPGMTLSLAERLFFQVRYHRYRLQLREE. (4) The miRNA is hsa-miR-3925-5p with sequence AAGAGAACUGAAAGUGGAGCCU. The protein sequence of the target gene is MTRLLGYVDPLDPSFVAAVITITFNPLYWNVVARWEHKTRKLSRAFGSPYLACYSLSVTILLLNFLRSHCFTQAMLSQPRMESLDTPAAYSLGLALLGLGVVLVLSSFFALGFAGTFLGDYFGILKEARVTVFPFNILDNPMYWGSTANYLGWAIMHASPTGLLLTVLVALTYIVALLYEEPFTAEIYRQKASGSHKRS. Result: 0 (no interaction). (5) The miRNA is hsa-miR-331-5p with sequence CUAGGUAUGGUCCCAGGGAUCC. The protein sequence of the target gene is MGARCRSFSALLLLLQVSSWLCQELEPESCSPGFSSEVYTFPVPERHLERGHVLGRVRFEGCTGRPRTAFFSEDSRFKVATDGTITVKRHLKLHKLETSFLVRARDSSHRELSTKVTLKSMGHHHHRHHHRDPASESNPELLMFPSVYPGLRRQKRDWVIPPISCPENEKGEFPKNLVQIKSNRDKETKVFYSITGQGADKPPVGVFIIERETGWLKVTQPLDREAIAKYILYSHAVSSNGEAVEDPMEIVITVTDQNDNRPEFTQEVFEGSVAEGAVPGTSVMKVSATDADDDVNTYNA.... Result: 0 (no interaction). (6) The miRNA is hsa-miR-6750-5p with sequence CAGGGAACAGCUGGGUGAGCUGCU. The protein sequence of the target gene is MAAGCLLALTLTLFQSGLIGPSSEEPFPSPVTIKSWVDKMQEDLVTLAKTASGVTQLADIYEKYQDLYTVEPNNARQLVEIAARDIEKLLSNRSKALVRLAMEAEKVQAAHQWREDFASNEVVYYNAKDDLDPERNESEPGSQRIKPVFIEDANFGRQISYQHAAVHIPTDIYEGSTIVLNELNWTSALDEVFKRNRDEDPTLLWQVFGSATGLARYYPASPWVDNSRTPNKIDLYDVRRRPWYIQGAASPKDMLILVDVSGSVSGLTLKLIRTSVSEMLETLSDDDFVNVASFNSNAQD.... Result: 0 (no interaction).